The task is: Predict the product of the given reaction.. This data is from Forward reaction prediction with 1.9M reactions from USPTO patents (1976-2016). (1) The product is: [CH2:35]([O:34][CH2:33][C:20]1[N:21]([CH2:22][C:23]([N:26]([CH:30]([CH3:31])[CH3:32])[C:27]([NH2:29])=[O:28])([CH3:25])[CH3:24])[C:13]2[C:12]3[CH:11]=[CH:10][C:9]([OH:8])=[CH:18][C:17]=3[N:16]=[CH:15][C:14]=2[N:19]=1)[CH3:36]. Given the reactants C([O:8][C:9]1[CH:10]=[CH:11][C:12]2[C:13]3[N:21]([CH2:22][C:23]([N:26]([CH:30]([CH3:32])[CH3:31])[C:27]([NH2:29])=[O:28])([CH3:25])[CH3:24])[C:20]([CH2:33][O:34][CH2:35][CH3:36])=[N:19][C:14]=3[CH:15]=[N:16][C:17]=2[CH:18]=1)C1C=CC=CC=1, predict the reaction product. (2) The product is: [F:5][C:6]1[C:7]([NH:17][C:18]2[CH:23]=[CH:22][C:21]([C:3]#[C:2][CH2:1][OH:4])=[CH:20][C:19]=2[F:25])=[C:8]([CH:13]=[CH:14][C:15]=1[F:16])[C:9]([O:11][CH3:12])=[O:10]. Given the reactants [CH2:1]([OH:4])[C:2]#[CH:3].[F:5][C:6]1[C:7]([NH:17][C:18]2[CH:23]=[CH:22][C:21](I)=[CH:20][C:19]=2[F:25])=[C:8]([CH:13]=[CH:14][C:15]=1[F:16])[C:9]([O:11][CH3:12])=[O:10], predict the reaction product. (3) Given the reactants Cl[C:2]1[C:11]2=[N:12][N:13](CC3C=CC(OC)=CC=3)[CH:14]=[C:10]2[C:9]2[CH:8]=[C:7]([O:24][CH3:25])[CH:6]=[CH:5][C:4]=2[N:3]=1.[NH2:26][C:27]1[CH:34]=[CH:33][C:30]([C:31]#[N:32])=[CH:29][CH:28]=1.Cl, predict the reaction product. The product is: [CH3:25][O:24][C:7]1[CH:6]=[CH:5][C:4]2[N:3]=[C:2]([NH:26][C:27]3[CH:34]=[CH:33][C:30]([C:31]#[N:32])=[CH:29][CH:28]=3)[C:11]3=[N:12][NH:13][CH:14]=[C:10]3[C:9]=2[CH:8]=1. (4) Given the reactants O1[C:5]2([CH2:10][CH2:9][N:8]([C:11]3[CH:18]=[CH:17][C:14]([C:15]#[N:16])=[CH:13][CH:12]=3)[CH2:7][CH2:6]2)[O:4]CC1.OS(O)(=O)=O.CCOC(C)=O, predict the reaction product. The product is: [O:4]=[C:5]1[CH2:6][CH2:7][N:8]([C:11]2[CH:18]=[CH:17][C:14]([C:15]#[N:16])=[CH:13][CH:12]=2)[CH2:9][CH2:10]1. (5) Given the reactants [C:1]([NH:8][C:9]1[CH:21]=[CH:20][C:19]2[C:18]3[C:13](=[CH:14][C:15]([NH:22][C:23]([O:25][C:26]([CH3:29])([CH3:28])[CH3:27])=[O:24])=[CH:16][CH:17]=3)[CH2:12][C:11]=2[CH:10]=1)([O:3][C:4]([CH3:7])([CH3:6])[CH3:5])=[O:2].C1C[O:33][CH2:32]C1, predict the reaction product. The product is: [CH:32]([CH:12]1[C:11]2[CH:10]=[C:9]([NH:8][C:1]([O:3][C:4]([CH3:7])([CH3:6])[CH3:5])=[O:2])[CH:21]=[CH:20][C:19]=2[C:18]2[C:13]1=[CH:14][C:15]([NH:22][C:23]([O:25][C:26]([CH3:29])([CH3:28])[CH3:27])=[O:24])=[CH:16][CH:17]=2)=[O:33].